This data is from Full USPTO retrosynthesis dataset with 1.9M reactions from patents (1976-2016). The task is: Predict the reactants needed to synthesize the given product. (1) Given the product [CH2:30]([C:28]1[N:29]=[C:25]([C:22]2[CH:23]=[CH:24][C:19]([O:18][CH2:17][CH2:16][O:15][C:11]3[CH:10]=[C:9]4[C:14](=[CH:13][CH:12]=3)[C@H:6]([CH2:5][C:4]([OH:35])=[O:3])[CH2:7][CH2:8]4)=[C:20]([CH2:32][CH2:33][CH3:34])[CH:21]=2)[S:26][CH:27]=1)[CH3:31], predict the reactants needed to synthesize it. The reactants are: C([O:3][C:4](=[O:35])[CH2:5][C@H:6]1[C:14]2[C:9](=[CH:10][C:11]([O:15][CH2:16][CH2:17][O:18][C:19]3[CH:24]=[CH:23][C:22]([C:25]4[S:26][CH:27]=[C:28]([CH2:30][CH3:31])[N:29]=4)=[CH:21][C:20]=3[CH2:32][CH2:33][CH3:34])=[CH:12][CH:13]=2)[CH2:8][CH2:7]1)C.O[Li].O. (2) Given the product [N:17]1[CH:22]=[CH:21][CH:20]=[CH:19][C:18]=1[CH2:23][O:9][C:6]1[CH:7]=[CH:8][C:3]([C:1]#[N:2])=[CH:4][CH:5]=1, predict the reactants needed to synthesize it. The reactants are: [C:1]([C:3]1[CH:8]=[CH:7][C:6]([OH:9])=[CH:5][CH:4]=1)#[N:2].C(=O)([O-])[O-].[K+].[K+].Br.[N:17]1[CH:22]=[CH:21][CH:20]=[CH:19][C:18]=1[CH2:23]Br. (3) Given the product [CH2:25]([O:27][C:28](=[O:32])[CH2:29][N:30]([CH3:31])[C:2]1[N:3]([C:18]2[CH:23]=[CH:22][CH:21]=[CH:20][CH:19]=2)[C:4](=[O:17])[C:5]2[C:10]([C:11]3[CH:16]=[CH:15][CH:14]=[CH:13][CH:12]=3)=[CH:9][S:8][C:6]=2[N:7]=1)[CH3:26], predict the reactants needed to synthesize it. The reactants are: Cl[C:2]1[N:3]([C:18]2[CH:23]=[CH:22][CH:21]=[CH:20][CH:19]=2)[C:4](=[O:17])[C:5]2[C:10]([C:11]3[CH:16]=[CH:15][CH:14]=[CH:13][CH:12]=3)=[CH:9][S:8][C:6]=2[N:7]=1.Cl.[CH2:25]([O:27][C:28](=[O:32])[CH2:29][NH:30][CH3:31])[CH3:26].C(N(CC)CC)C. (4) Given the product [CH3:1][O:2][C:3](=[O:17])[C:4]1[C:5]([CH2:13][CH:14]=[O:15])=[CH:6][CH:7]=[CH:8][C:9]=1[N+:10]([O-:12])=[O:11], predict the reactants needed to synthesize it. The reactants are: [CH3:1][O:2][C:3](=[O:17])[C:4]1[C:9]([N+:10]([O-:12])=[O:11])=[CH:8][CH:7]=[CH:6][C:5]=1[CH:13]=[CH:14][O:15]C.[Na+].[I-].C[Si](Cl)(C)C.